Predict the reactants needed to synthesize the given product. From a dataset of Full USPTO retrosynthesis dataset with 1.9M reactions from patents (1976-2016). (1) Given the product [N:6]([C:5]1[CH:7]=[CH:8][C:9]([C:10]2[O:14][N:13]=[C:12]([CH3:15])[N:11]=2)=[C:3]([O:2][CH3:1])[CH:4]=1)=[C:16]=[S:17], predict the reactants needed to synthesize it. The reactants are: [CH3:1][O:2][C:3]1[CH:4]=[C:5]([CH:7]=[CH:8][C:9]=1[C:10]1[O:14][N:13]=[C:12]([CH3:15])[N:11]=1)[NH2:6].[C:16](N1C=CC=CC1=O)(N1C=CC=CC1=O)=[S:17]. (2) Given the product [NH2:1][C:2]1[C:3]2[N:4]([C:8]([C@@H:12]3[CH2:16][CH2:15][CH2:14][NH:13]3)=[N:9][C:10]=2[C:41]2[CH:42]=[CH:43][C:38]([C:37]([NH:36][C:28]3[S:27][C:31]4[CH2:32][CH2:33][CH2:34][CH2:35][C:30]=4[N:29]=3)=[O:53])=[CH:39][CH:40]=2)[CH:5]=[CH:6][N:7]=1, predict the reactants needed to synthesize it. The reactants are: [NH2:1][C:2]1[C:3]2[N:4]([C:8]([C@@H:12]3[CH2:16][CH2:15][CH2:14][N:13]3C(OCC3C=CC=CC=3)=O)=[N:9][C:10]=2Br)[CH:5]=[CH:6][N:7]=1.[S:27]1[C:31]2[CH2:32][CH2:33][CH2:34][CH2:35][C:30]=2[N:29]=[C:28]1[NH:36][C:37](=[O:53])[C:38]1[CH:43]=[CH:42][C:41](B2OC(C)(C)C(C)(C)O2)=[CH:40][CH:39]=1.